From a dataset of Catalyst prediction with 721,799 reactions and 888 catalyst types from USPTO. Predict which catalyst facilitates the given reaction. (1) Reactant: [CH:1]1([C:4]2[CH:30]=[CH:29][C:7]([O:8][C:9]3[C:10](=[O:28])[N:11]([C:14]4[CH:19]=[CH:18][C:17]([O:20][CH2:21][C:22](O)([CH3:24])[CH3:23])=[C:16]([O:26][CH3:27])[CH:15]=4)[CH2:12][CH:13]=3)=[CH:6][CH:5]=2)[CH2:3][CH2:2]1.CCN(CC)CC.O=S(Cl)Cl. Product: [CH:1]1([C:4]2[CH:30]=[CH:29][C:7]([O:8][C:9]3[C:10](=[O:28])[N:11]([C:14]4[CH:19]=[CH:18][C:17]([O:20][CH2:21][C:22]([CH3:24])=[CH2:23])=[C:16]([O:26][CH3:27])[CH:15]=4)[CH2:12][CH:13]=3)=[CH:6][CH:5]=2)[CH2:2][CH2:3]1. The catalyst class is: 2. (2) Reactant: [O:1]1[C:5]2[CH:6]=[CH:7][C:8]([CH2:10][N:11]([C:22]3[N:26]([CH2:27][CH2:28][CH2:29][CH3:30])[C:25]([C:31]4[CH:36]=[CH:35][CH:34]=[CH:33][CH:32]=4)=[N:24][C:23]=3[CH:37]=[O:38])[CH2:12][C:13]3[CH:21]=[CH:20][C:16]4[O:17][CH2:18][O:19][C:15]=4[CH:14]=3)=[CH:9][C:4]=2[O:3][CH2:2]1.S(=O)(=O)([OH:41])N.Cl([O-])=O.[Na+]. Product: [O:1]1[C:5]2[CH:6]=[CH:7][C:8]([CH2:10][N:11]([C:22]3[N:26]([CH2:27][CH2:28][CH2:29][CH3:30])[C:25]([C:31]4[CH:32]=[CH:33][CH:34]=[CH:35][CH:36]=4)=[N:24][C:23]=3[C:37]([OH:41])=[O:38])[CH2:12][C:13]3[CH:21]=[CH:20][C:16]4[O:17][CH2:18][O:19][C:15]=4[CH:14]=3)=[CH:9][C:4]=2[O:3][CH2:2]1. The catalyst class is: 6. (3) Reactant: [CH3:1][O:2][C:3]1[C:8]([CH2:9][N:10]2[C:18]3[C:13](=[C:14]([N+:19]([O-])=O)[CH:15]=[CH:16][CH:17]=3)[C:12]([CH:22]=[CH2:23])=[N:11]2)=[CH:7][CH:6]=[C:5]([CH3:24])[N:4]=1. Product: [CH2:22]([C:12]1[C:13]2[C:14]([NH2:19])=[CH:15][CH:16]=[CH:17][C:18]=2[N:10]([CH2:9][C:8]2[C:3]([O:2][CH3:1])=[N:4][C:5]([CH3:24])=[CH:6][CH:7]=2)[N:11]=1)[CH3:23]. The catalyst class is: 563. (4) Reactant: [Cl:1][C:2]1[CH:3]=[C:4]([NH:8][C:9]2[N:14]=[C:13]([C:15]([F:18])([F:17])[F:16])[C:12]([C:19]([O:21]CC3C=CC=CC=3)=[O:20])=[CH:11][N:10]=2)[CH:5]=[CH:6][CH:7]=1.[OH-].[K+]. Product: [Cl:1][C:2]1[CH:3]=[C:4]([NH:8][C:9]2[N:14]=[C:13]([C:15]([F:18])([F:17])[F:16])[C:12]([C:19]([OH:21])=[O:20])=[CH:11][N:10]=2)[CH:5]=[CH:6][CH:7]=1. The catalyst class is: 8. (5) Reactant: C[N:2]1[CH2:8][CH:7]=[C:6](C2C=CC(C)=CC=2)[C:5]2[CH:16]=[CH:17][C:18](N3CCN(C4N=CC=CN=4)CC3)=[CH:19][C:4]=2[CH2:3]1. Product: [NH:2]1[C:3]2[CH:4]=[CH:19][CH:18]=[CH:17][C:16]=2[CH:5]=[CH:6][CH:7]=[CH:8]1. The catalyst class is: 421. (6) Reactant: [C:1](Cl)(=[O:4])[CH:2]=[CH2:3].[Cl:6][C:7]1[C:8]([C:31]2[C:39]3[C:34](=[CH:35][CH:36]=[CH:37][CH:38]=3)[NH:33][CH:32]=2)=[N:9][C:10]([NH:13][C:14]2[C:19]([O:20][CH3:21])=[CH:18][C:17]([N:22]3[CH2:26][CH2:25][C@@H:24]([N:27]([CH3:29])[CH3:28])[CH2:23]3)=[C:16]([NH2:30])[CH:15]=2)=[N:11][CH:12]=1.CCN(C(C)C)C(C)C. Product: [Cl:6][C:7]1[C:8]([C:31]2[C:39]3[C:34](=[CH:35][CH:36]=[CH:37][CH:38]=3)[NH:33][CH:32]=2)=[N:9][C:10]([NH:13][C:14]2[C:19]([O:20][CH3:21])=[CH:18][C:17]([N:22]3[CH2:26][CH2:25][C@@H:24]([N:27]([CH3:28])[CH3:29])[CH2:23]3)=[C:16]([NH:30][C:1](=[O:4])[CH:2]=[CH2:3])[CH:15]=2)=[N:11][CH:12]=1. The catalyst class is: 2. (7) Reactant: [Br:1][C:2]1[CH:9]=[CH:8][C:5]([CH:6]=[O:7])=[C:4]([OH:10])[CH:3]=1.C([O-])([O-])=O.[K+].[K+].Br[CH2:18][C:19]([CH3:21])=[CH2:20].O. Product: [Br:1][C:2]1[CH:9]=[CH:8][C:5]([CH:6]=[O:7])=[C:4]([O:10][CH2:20][C:19]([CH3:21])=[CH2:18])[CH:3]=1. The catalyst class is: 3.